Dataset: Forward reaction prediction with 1.9M reactions from USPTO patents (1976-2016). Task: Predict the product of the given reaction. (1) Given the reactants Cl.N[C@@H](C1C=CC=CC=1)C([N:6]([CH2:15][CH2:16][C:17]1[CH:22]=[CH:21][C:20]([F:23])=[C:19]([F:24])[CH:18]=1)[C:7]1[CH:12]=[CH:11][C:10]([CH3:13])=[C:9]([CH3:14])[CH:8]=1)=O.C(OC([NH:38][CH:39]([C:43]1[S:44][C:45]([Cl:48])=[CH:46][CH:47]=1)[C:40]([OH:42])=O)=O)(C)(C)C, predict the reaction product. The product is: [ClH:48].[NH2:38][CH:39]([C:43]1[S:44][C:45]([Cl:48])=[CH:46][CH:47]=1)[C:40]([N:6]([CH2:15][CH2:16][C:17]1[CH:22]=[CH:21][C:20]([F:23])=[C:19]([F:24])[CH:18]=1)[C:7]1[CH:12]=[CH:11][C:10]([CH3:13])=[C:9]([CH3:14])[CH:8]=1)=[O:42]. (2) Given the reactants [C:1]([O:5][C:6]([N:8]1[CH2:13][CH2:12][CH:11]([N:14]2[C:18]3[CH:19]=[C:20]([F:26])[C:21]([C:23](O)=[O:24])=[CH:22][C:17]=3[NH:16][C:15]2=[O:27])[CH2:10][CH2:9]1)=[O:7])([CH3:4])([CH3:3])[CH3:2].Cl.[CH3:29][N:30](C)CCCN=C=NCC.O.ON1C2C=CC=CC=2N=N1.CN, predict the reaction product. The product is: [F:26][C:20]1[C:21]([C:23]([NH:30][CH3:29])=[O:24])=[CH:22][C:17]2[NH:16][C:15](=[O:27])[N:14]([CH:11]3[CH2:10][CH2:9][N:8]([C:6]([O:5][C:1]([CH3:3])([CH3:4])[CH3:2])=[O:7])[CH2:13][CH2:12]3)[C:18]=2[CH:19]=1. (3) Given the reactants [CH3:1][N:2]([C:10]1[CH:19]=[CH:18][C:13]2[O:14][CH2:15][CH2:16][O:17][C:12]=2[C:11]=1[N+:20]([O-:22])=[O:21])C(=O)OC(C)(C)C, predict the reaction product. The product is: [CH3:1][NH:2][C:10]1[CH:19]=[CH:18][C:13]2[O:14][CH2:15][CH2:16][O:17][C:12]=2[C:11]=1[N+:20]([O-:22])=[O:21].